This data is from Retrosynthesis with 50K atom-mapped reactions and 10 reaction types from USPTO. The task is: Predict the reactants needed to synthesize the given product. (1) The reactants are: BrC(Br)(Br)Br.OCC#CCO. Given the product CC(C)(C)[Si](C)(C)O[Si](C)(C)C(C)(C)C, predict the reactants needed to synthesize it. (2) Given the product CCOc1cc(C(C)(C)C)ccc1C1=N[C@@](C)(c2ccc(Cl)cc2)[C@@](C)(c2ccc(Cl)cc2)N1C(=O)N1CCN(CCNC(C)=O)CC1, predict the reactants needed to synthesize it. The reactants are: CC(=O)NCCN1CCNCC1.CCOc1cc(C(C)(C)C)ccc1C1=N[C@@](C)(c2ccc(Cl)cc2)[C@@](C)(c2ccc(Cl)cc2)N1C(=O)Cl. (3) The reactants are: COC(=O)CBr.C[C@@H]1CN(C(=O)OC(C)(C)C)CCN1. Given the product COC(=O)CN1CCN(C(=O)OC(C)(C)C)C[C@H]1C, predict the reactants needed to synthesize it. (4) Given the product COC(=O)CC[C@@H](C)[C@H]1CC[C@H]2[C@@H]3CC=C4C[C@@H](OC5CCCCO5)CC[C@]4(C)[C@H]3CC[C@@]21C, predict the reactants needed to synthesize it. The reactants are: C1=COCCC1.COC(=O)CC[C@@H](C)[C@H]1CC[C@H]2[C@@H]3CC=C4C[C@@H](O)CC[C@]4(C)[C@H]3CC[C@@]21C. (5) The reactants are: CC(C)C(C(=O)NC(Cc1ccc(O)c(C(C)(C)C)c1)C1NC(=O)NC1=O)N(C)C(=O)OCc1ccccc1. Given the product CNC(C(=O)NC(Cc1ccc(O)c(C(C)(C)C)c1)C1NC(=O)NC1=O)C(C)C, predict the reactants needed to synthesize it. (6) Given the product COCCCN(C)CCN, predict the reactants needed to synthesize it. The reactants are: COCCCN(C)CC#N. (7) Given the product COC(=O)C1(NC(=O)OC(C)(C)C)CC(OS(=O)(=O)C(F)(F)C(F)(F)OC(F)(F)C(F)(F)CCCCCCCCCCC(=O)O)C1, predict the reactants needed to synthesize it. The reactants are: COC(=O)C1(NC(=O)OC(C)(C)C)CC(OS(=O)(=O)C(F)(F)C(F)(F)OC(F)(F)C(F)(F)CC(I)CCCCCCCCC(=O)O)C1.